This data is from Reaction yield outcomes from USPTO patents with 853,638 reactions. The task is: Predict the reaction yield, written as a fraction of the theoretical maximum amount of product (1.0 means a 100% yield; for example, 0.34 means a 34% yield). The reactants are [CH2:1]([O:3][C:4]([CH:6](C(OCC)=O)[C:7]1[C:16]2[C:11](=[CH:12][CH:13]=[CH:14][CH:15]=2)[N:10]=[CH:9][CH:8]=1)=[O:5])[CH3:2].[Na+].[Cl-].O. The catalyst is CS(C)=O. The product is [CH2:1]([O:3][C:4]([CH2:6][C:7]1[C:16]2[C:11](=[CH:12][CH:13]=[CH:14][CH:15]=2)[N:10]=[CH:9][CH:8]=1)=[O:5])[CH3:2]. The yield is 0.480.